From a dataset of NCI-60 drug combinations with 297,098 pairs across 59 cell lines. Regression. Given two drug SMILES strings and cell line genomic features, predict the synergy score measuring deviation from expected non-interaction effect. (1) Drug 1: C1=C(C(=O)NC(=O)N1)N(CCCl)CCCl. Drug 2: C1=CC=C(C(=C1)C(C2=CC=C(C=C2)Cl)C(Cl)Cl)Cl. Cell line: LOX IMVI. Synergy scores: CSS=39.6, Synergy_ZIP=-4.03, Synergy_Bliss=-0.389, Synergy_Loewe=-6.87, Synergy_HSA=1.08. (2) Drug 1: CCN(CC)CCNC(=O)C1=C(NC(=C1C)C=C2C3=C(C=CC(=C3)F)NC2=O)C. Drug 2: CC12CCC3C(C1CCC2OP(=O)(O)O)CCC4=C3C=CC(=C4)OC(=O)N(CCCl)CCCl.[Na+]. Cell line: U251. Synergy scores: CSS=6.12, Synergy_ZIP=-3.51, Synergy_Bliss=-3.97, Synergy_Loewe=-0.519, Synergy_HSA=-2.10. (3) Drug 1: CC1C(C(CC(O1)OC2CC(CC3=C2C(=C4C(=C3O)C(=O)C5=C(C4=O)C(=CC=C5)OC)O)(C(=O)C)O)N)O.Cl. Drug 2: N.N.Cl[Pt+2]Cl. Cell line: U251. Synergy scores: CSS=19.2, Synergy_ZIP=-9.18, Synergy_Bliss=-9.92, Synergy_Loewe=-55.3, Synergy_HSA=-9.50. (4) Drug 2: CCN(CC)CCNC(=O)C1=C(NC(=C1C)C=C2C3=C(C=CC(=C3)F)NC2=O)C. Synergy scores: CSS=20.3, Synergy_ZIP=-6.62, Synergy_Bliss=-2.68, Synergy_Loewe=-2.42, Synergy_HSA=-1.17. Cell line: RPMI-8226. Drug 1: C1=CN(C(=O)N=C1N)C2C(C(C(O2)CO)O)O.Cl. (5) Drug 1: CC1C(C(CC(O1)OC2CC(CC3=C2C(=C4C(=C3O)C(=O)C5=C(C4=O)C(=CC=C5)OC)O)(C(=O)C)O)N)O.Cl. Drug 2: CC1=C(N=C(N=C1N)C(CC(=O)N)NCC(C(=O)N)N)C(=O)NC(C(C2=CN=CN2)OC3C(C(C(C(O3)CO)O)O)OC4C(C(C(C(O4)CO)O)OC(=O)N)O)C(=O)NC(C)C(C(C)C(=O)NC(C(C)O)C(=O)NCCC5=NC(=CS5)C6=NC(=CS6)C(=O)NCCC[S+](C)C)O. Cell line: SW-620. Synergy scores: CSS=36.0, Synergy_ZIP=2.46, Synergy_Bliss=4.03, Synergy_Loewe=-6.52, Synergy_HSA=3.07.